From a dataset of CYP3A4 inhibition data for predicting drug metabolism from PubChem BioAssay. Regression/Classification. Given a drug SMILES string, predict its absorption, distribution, metabolism, or excretion properties. Task type varies by dataset: regression for continuous measurements (e.g., permeability, clearance, half-life) or binary classification for categorical outcomes (e.g., BBB penetration, CYP inhibition). Dataset: cyp3a4_veith. (1) The molecule is O=S(=O)(c1ccccc1)N1N=C(c2cccs2)CC1c1ccc(Br)cc1. The result is 1 (inhibitor). (2) The molecule is Cc1cccc(N2CCN(c3ccc(NC(=O)/C=C(/C(=O)O)c4ccccc4)cc3)CC2)c1. The result is 0 (non-inhibitor). (3) The drug is CON1C(=O)C(=O)N(OC)C2CCCCC21. The result is 0 (non-inhibitor). (4) The drug is O=C(O)CN(CCN(CC(=O)O)CC(=O)O)CC(=O)O.[Cu]. The result is 0 (non-inhibitor). (5) The molecule is Cc1cc2c(cc1C)NC(c1nc3ccccc3[nH]1)C1=C(CC(C)(C)CC1=O)N2. The result is 1 (inhibitor). (6) The molecule is CCOc1ccc(-n2c(SCC(=O)Nc3ccccc3C)n[nH]c2=O)cc1. The result is 1 (inhibitor). (7) The molecule is CS(=O)(=O)N1CCC2(CC1)CN(c1ccccc1)C2. The result is 0 (non-inhibitor).